From a dataset of Full USPTO retrosynthesis dataset with 1.9M reactions from patents (1976-2016). Predict the reactants needed to synthesize the given product. (1) The reactants are: [Cl:1][C:2]1[CH:3]=[C:4]([CH2:9][S:10](Cl)(=[O:12])=[O:11])[CH:5]=[CH:6][C:7]=1[Cl:8].[NH2:14][CH2:15][CH2:16][C:17]1[N:18]([CH:47]([C:54]2[CH:59]=[CH:58][CH:57]=[CH:56][CH:55]=2)[C:48]2[CH:53]=[CH:52][CH:51]=[CH:50][CH:49]=2)[C:19]2[C:24]([C:25]=1[CH2:26][CH2:27][S:28]([C:31]1[CH:36]=[CH:35][C:34]([CH2:37][C:38]([CH3:45])([CH3:44])[C:39]([O:41][CH2:42][CH3:43])=[O:40])=[CH:33][CH:32]=1)(=[O:30])=[O:29])=[CH:23][C:22]([Cl:46])=[CH:21][CH:20]=2.C([O-])([O-])=O.[K+].[K+]. Given the product [CH:47]([N:18]1[C:19]2[C:24](=[CH:23][C:22]([Cl:46])=[CH:21][CH:20]=2)[C:25]([CH2:26][CH2:27][S:28]([C:31]2[CH:32]=[CH:33][C:34]([CH2:37][C:38]([CH3:44])([CH3:45])[C:39]([O:41][CH2:42][CH3:43])=[O:40])=[CH:35][CH:36]=2)(=[O:29])=[O:30])=[C:17]1[CH2:16][CH2:15][NH:14][S:10]([CH2:9][C:4]1[CH:5]=[CH:6][C:7]([Cl:8])=[C:2]([Cl:1])[CH:3]=1)(=[O:12])=[O:11])([C:48]1[CH:49]=[CH:50][CH:51]=[CH:52][CH:53]=1)[C:54]1[CH:55]=[CH:56][CH:57]=[CH:58][CH:59]=1, predict the reactants needed to synthesize it. (2) Given the product [C:27]([CH:24]1[CH2:23][CH2:22][N:21]([C:19]([N:5]2[CH2:6][CH:7]([C:9]3[CH:14]=[CH:13][C:12]([C:15]([F:18])([F:16])[F:17])=[CH:11][CH:10]=3)[CH2:8][CH:3]([NH:2][C:41]([CH:36]3[CH2:40][CH2:39][CH2:38][CH2:37]3)=[O:42])[CH2:4]2)=[O:20])[CH2:26][CH2:25]1)#[N:28], predict the reactants needed to synthesize it. The reactants are: Cl.[NH2:2][CH:3]1[CH2:8][CH:7]([C:9]2[CH:14]=[CH:13][C:12]([C:15]([F:18])([F:17])[F:16])=[CH:11][CH:10]=2)[CH2:6][N:5]([C:19]([N:21]2[CH2:26][CH2:25][CH:24]([C:27]#[N:28])[CH2:23][CH2:22]2)=[O:20])[CH2:4]1.C(N(CC)CC)C.[CH:36]1([C:41](Cl)=[O:42])[CH2:40][CH2:39][CH2:38][CH2:37]1. (3) Given the product [CH3:21][N:2]1[CH2:7][CH2:6][CH:5]([C:8]2[NH:9][C:10](=[O:18])[C:11]3[C:16]([CH:17]=2)=[CH:15][CH:14]=[CH:13][CH:12]=3)[CH2:4][CH2:3]1, predict the reactants needed to synthesize it. The reactants are: Br.[NH:2]1[CH2:7][CH2:6][CH:5]([C:8]2[NH:9][C:10](=[O:18])[C:11]3[C:16]([CH:17]=2)=[CH:15][CH:14]=[CH:13][CH:12]=3)[CH2:4][CH2:3]1.C=O.[C:21]([BH3-])#N.[Na+].C(O)(=O)C.